Dataset: Full USPTO retrosynthesis dataset with 1.9M reactions from patents (1976-2016). Task: Predict the reactants needed to synthesize the given product. (1) Given the product [Cl:1][C:2]1[CH:3]=[C:4]([C:12]2[O:16][N:15]=[C:14]([C:17]3[CH:26]=[CH:25][CH:24]=[C:23]4[C:18]=3[CH:19]=[CH:20][N:21]=[C:22]4[CH2:27][CH2:28][C:29]([OH:31])=[O:30])[N:13]=2)[CH:5]=[N:6][C:7]=1[O:8][CH:9]([CH3:10])[CH3:11], predict the reactants needed to synthesize it. The reactants are: [Cl:1][C:2]1[CH:3]=[C:4]([C:12]2[O:16][N:15]=[C:14]([C:17]3[CH:26]=[CH:25][CH:24]=[C:23]4[C:18]=3[CH:19]=[CH:20][N:21]=[C:22]4[CH2:27][CH2:28][C:29]([O:31]C(C)(C)C)=[O:30])[N:13]=2)[CH:5]=[N:6][C:7]=1[O:8][CH:9]([CH3:11])[CH3:10]. (2) Given the product [Cl:21][C:5]1[CH:4]=[C:3]([CH:19]=[C:18]([Cl:20])[C:6]=1[O:7][C:8]1[CH:13]=[CH:12][C:11]([OH:14])=[C:10]([CH:15]([CH3:17])[CH3:16])[CH:9]=1)[CH2:2][N:23]1[C:24](=[O:28])[NH:25][C:26](=[O:27])[O:22]1, predict the reactants needed to synthesize it. The reactants are: Br[CH2:2][C:3]1[CH:19]=[C:18]([Cl:20])[C:6]([O:7][C:8]2[CH:13]=[CH:12][C:11]([OH:14])=[C:10]([CH:15]([CH3:17])[CH3:16])[CH:9]=2)=[C:5]([Cl:21])[CH:4]=1.[O:22]1[C:26](=[O:27])[NH:25][C:24](=[O:28])[NH:23]1.C(=O)([O-])[O-].[Na+].[Na+].